This data is from NCI-60 drug combinations with 297,098 pairs across 59 cell lines. The task is: Regression. Given two drug SMILES strings and cell line genomic features, predict the synergy score measuring deviation from expected non-interaction effect. (1) Drug 1: C1=CN(C(=O)N=C1N)C2C(C(C(O2)CO)O)O.Cl. Drug 2: CN1C2=C(C=C(C=C2)N(CCCl)CCCl)N=C1CCCC(=O)O.Cl. Cell line: U251. Synergy scores: CSS=27.9, Synergy_ZIP=-3.63, Synergy_Bliss=-6.25, Synergy_Loewe=-14.0, Synergy_HSA=-2.69. (2) Drug 1: C#CCC(CC1=CN=C2C(=N1)C(=NC(=N2)N)N)C3=CC=C(C=C3)C(=O)NC(CCC(=O)O)C(=O)O. Drug 2: CC1=C(C(=O)C2=C(C1=O)N3CC4C(C3(C2COC(=O)N)OC)N4)N. Cell line: T-47D. Synergy scores: CSS=5.81, Synergy_ZIP=0.0563, Synergy_Bliss=4.12, Synergy_Loewe=-3.53, Synergy_HSA=-3.26. (3) Drug 1: CC1OCC2C(O1)C(C(C(O2)OC3C4COC(=O)C4C(C5=CC6=C(C=C35)OCO6)C7=CC(=C(C(=C7)OC)O)OC)O)O. Drug 2: C1=NC2=C(N1)C(=S)N=CN2. Cell line: HOP-62. Synergy scores: CSS=25.2, Synergy_ZIP=-12.7, Synergy_Bliss=-16.4, Synergy_Loewe=-14.9, Synergy_HSA=-11.1. (4) Cell line: HT29. Synergy scores: CSS=40.4, Synergy_ZIP=-4.35, Synergy_Bliss=3.14, Synergy_Loewe=-3.55, Synergy_HSA=5.14. Drug 1: COC1=C(C=C2C(=C1)N=CN=C2NC3=CC(=C(C=C3)F)Cl)OCCCN4CCOCC4. Drug 2: CCC1(C2=C(COC1=O)C(=O)N3CC4=CC5=C(C=CC(=C5CN(C)C)O)N=C4C3=C2)O.Cl.